Predict the reactants needed to synthesize the given product. From a dataset of Full USPTO retrosynthesis dataset with 1.9M reactions from patents (1976-2016). (1) Given the product [C:1]1([CH2:7][CH2:8][CH2:9][CH:10]([NH:20][C:21]([CH:23]2[CH2:28][CH2:27][N:26]([CH2:31][C@@H:30]([OH:29])[CH2:32][O:33][C:34]3[CH:35]=[C:36]4[C:41](=[CH:42][CH:43]=3)[N:40]=[CH:39][CH:38]=[CH:37]4)[CH2:25][CH2:24]2)=[O:22])[CH2:11][CH2:12][CH2:13][C:14]2[CH:19]=[CH:18][CH:17]=[CH:16][CH:15]=2)[CH:6]=[CH:5][CH:4]=[CH:3][CH:2]=1, predict the reactants needed to synthesize it. The reactants are: [C:1]1([CH2:7][CH2:8][CH2:9][CH:10]([NH:20][C:21]([CH:23]2[CH2:28][CH2:27][NH:26][CH2:25][CH2:24]2)=[O:22])[CH2:11][CH2:12][CH2:13][C:14]2[CH:19]=[CH:18][CH:17]=[CH:16][CH:15]=2)[CH:6]=[CH:5][CH:4]=[CH:3][CH:2]=1.[O:29]1[CH2:31][C@@H:30]1[CH2:32][O:33][C:34]1[CH:35]=[C:36]2[C:41](=[CH:42][CH:43]=1)[N:40]=[CH:39][CH:38]=[CH:37]2. (2) Given the product [NH2:1][C:2]1[CH:9]=[C:8]([Cl:10])[C:7]([Cl:11])=[CH:6][C:3]=1[C:4]#[N:5], predict the reactants needed to synthesize it. The reactants are: [NH2:1][C:2]1[CH:9]=[C:8]([Cl:10])[CH:7]=[CH:6][C:3]=1[C:4]#[N:5].[Cl:11]N1C(=O)CCC1=O.CN(C=O)C. (3) Given the product [C:1]([C:5]1[O:9][N:8]=[C:7]([NH:10][C:11]([NH:12][C@@H:13]2[C:22]3[C:21](=[CH:20][CH:19]=[CH:18][CH:17]=3)[C@H:16]([O:23][C:24]3[CH:25]=[CH:26][C:27]4[N:28]([C:30]([N:33]5[CH2:34][CH2:35][CH:36]([CH2:39][N:47]([CH3:48])[CH3:46])[CH2:37][CH2:38]5)=[N:31][N:32]=4)[CH:29]=3)[CH2:15][CH2:14]2)=[O:45])[CH:6]=1)([CH3:2])([CH3:4])[CH3:3], predict the reactants needed to synthesize it. The reactants are: [C:1]([C:5]1[O:9][N:8]=[C:7]([NH:10][C:11](=[O:45])[NH:12][C@@H:13]2[C:22]3[C:17](=[CH:18][CH:19]=[CH:20][CH:21]=3)[C@H:16]([O:23][C:24]3[CH:25]=[CH:26][C:27]4[N:28]([C:30]([N:33]5[CH2:38][CH2:37][CH:36]([CH2:39]OS(C)(=O)=O)[CH2:35][CH2:34]5)=[N:31][N:32]=4)[CH:29]=3)[CH2:15][CH2:14]2)[CH:6]=1)([CH3:4])([CH3:3])[CH3:2].[CH3:46][NH:47][CH3:48]. (4) Given the product [CH2:5]1[C:4]2([C:15](=[O:17])[NH:16][C:2](=[O:1])[NH:3]2)[CH2:7][NH:6]1.[ClH:18], predict the reactants needed to synthesize it. The reactants are: [O:1]=[C:2]1[NH:16][C:15](=[O:17])[C:4]2([CH2:7][N:6](C(OC(C)(C)C)=O)[CH2:5]2)[NH:3]1.[ClH:18]. (5) Given the product [C:19]([NH:23][C:24]([C:26]1[CH:35]=[CH:34][C:29]([C:30]([OH:32])=[O:31])=[CH:28][N:27]=1)=[O:25])([CH3:22])([CH3:20])[CH3:21], predict the reactants needed to synthesize it. The reactants are: COC(C1C=CC(C(O)=O)=NC=1)=O.C(N)(C)(C)C.[C:19]([NH:23][C:24]([C:26]1[CH:35]=[CH:34][C:29]([C:30]([O:32]C)=[O:31])=[CH:28][N:27]=1)=[O:25])([CH3:22])([CH3:21])[CH3:20]. (6) Given the product [CH2:37]([O:36][C:34]1[CH:33]=[C:29]([CH:28]=[C:27]([O:26][CH2:24][CH3:25])[CH:35]=1)[C:30]([NH:1][C:2]1[C:3]([C:7]2[NH:23][C:10]3=[CH:11][C:12]4[C:13]([CH3:22])([CH3:21])[C:14](=[O:20])[N:15]([CH2:18][CH3:19])[C:16]=4[CH:17]=[C:9]3[N:8]=2)=[N:4][NH:5][CH:6]=1)=[O:31])[CH3:38], predict the reactants needed to synthesize it. The reactants are: [NH2:1][C:2]1[C:3]([C:7]2[NH:23][C:10]3=[CH:11][C:12]4[C:13]([CH3:22])([CH3:21])[C:14](=[O:20])[N:15]([CH2:18][CH3:19])[C:16]=4[CH:17]=[C:9]3[N:8]=2)=[N:4][NH:5][CH:6]=1.[CH2:24]([O:26][C:27]1[CH:28]=[C:29]([CH:33]=[C:34]([O:36][CH2:37][CH3:38])[CH:35]=1)[C:30](O)=[O:31])[CH3:25].